Task: Predict the product of the given reaction.. Dataset: Forward reaction prediction with 1.9M reactions from USPTO patents (1976-2016) (1) Given the reactants [Cl:1][C:2]1[C:3](F)=[C:4]([F:19])[CH:5]=[C:6]2[C:11]=1[N:10]([CH:12]1[CH2:14][CH2:13]1)[CH:9]=[C:8]([C:15]([OH:17])=[O:16])[C:7]2=[O:18].[CH:21]1([NH:24][CH2:25][C@@H:26]2[C@H:30]([F:31])[CH2:29][NH:28][CH2:27]2)[CH2:23][CH2:22]1, predict the reaction product. The product is: [Cl:1][C:2]1[C:3]([N:28]2[CH2:29][C@@H:30]([F:31])[C@@H:26]([CH2:25][NH:24][CH:21]3[CH2:22][CH2:23]3)[CH2:27]2)=[C:4]([F:19])[CH:5]=[C:6]2[C:11]=1[N:10]([CH:12]1[CH2:14][CH2:13]1)[CH:9]=[C:8]([C:15]([OH:17])=[O:16])[C:7]2=[O:18]. (2) The product is: [CH:2]1([N:6]2[CH2:11][CH2:10][N:9]([C:12]([C@H:14]3[CH2:18][CH2:17][NH:16][CH2:15]3)=[O:13])[CH2:8][CH2:7]2)[CH2:5][CH2:4][CH2:3]1. Given the reactants Cl.[CH:2]1([N:6]2[CH2:11][CH2:10][N:9]([C:12]([C@H:14]3[CH2:18][CH2:17][N:16](C(OC(C)(C)C)=O)[CH2:15]3)=[O:13])[CH2:8][CH2:7]2)[CH2:5][CH2:4][CH2:3]1, predict the reaction product. (3) Given the reactants [Cl:1][C:2]1[CH:7]=[CH:6][C:5]([C:8]2[O:12][N:11]=[C:10]([C:13]([O:15][CH2:16][CH3:17])=[O:14])[CH:9]=2)=[CH:4][CH:3]=1.[Cl:18]N1C(=O)CCC1=O, predict the reaction product. The product is: [Cl:18][C:9]1[C:10]([C:13]([O:15][CH2:16][CH3:17])=[O:14])=[N:11][O:12][C:8]=1[C:5]1[CH:4]=[CH:3][C:2]([Cl:1])=[CH:7][CH:6]=1. (4) The product is: [F:19][C:20]1[CH:21]=[C:22]([C:2]2[S:6][C:5]([C:7]([N:9]([C:11]3[CH:16]=[CH:15][CH:14]=[C:13]([O:17][CH3:18])[CH:12]=3)[CH3:10])=[O:8])=[CH:4][CH:3]=2)[CH:23]=[CH:24][C:25]=1[O:26][CH3:27]. Given the reactants Br[C:2]1[S:6][C:5]([C:7]([N:9]([C:11]2[CH:16]=[CH:15][CH:14]=[C:13]([O:17][CH3:18])[CH:12]=2)[CH3:10])=[O:8])=[CH:4][CH:3]=1.[F:19][C:20]1[CH:21]=[C:22](B(O)O)[CH:23]=[CH:24][C:25]=1[O:26][CH3:27], predict the reaction product.